This data is from Experimentally validated miRNA-target interactions with 360,000+ pairs, plus equal number of negative samples. The task is: Binary Classification. Given a miRNA mature sequence and a target amino acid sequence, predict their likelihood of interaction. (1) The miRNA is hsa-miR-5683 with sequence UACAGAUGCAGAUUCUCUGACUUC. The protein sequence of the target gene is MEKNGNNRKLRVCVATCNRADYSKLAPIMFGIKTEPAFFELDVVVLGSHLIDDYGNTYRMIEQDDFDINTRLHTIVRGEDEAAMVESVGLALVKLPDVLNRLKPDIMIVHGDRFDALALATSAALMNIRILHIEGGEVSGTIDDSIRHAITKLAHYHVCCTRSAEQHLISMCEDHDRILLAGCPSYDKLLSAKNKDYMSIIRMWLGDDVKCKDYIVALQHPVTTDIKHSIKMFELTLDALISFNKRTLVLFPNIDAGSKEMVRVMRKKGIEHHPNFRAVKHVPFDQFIQLVAHAGCMIGN.... Result: 0 (no interaction). (2) The miRNA is hsa-miR-331-3p with sequence GCCCCUGGGCCUAUCCUAGAA. The protein sequence of the target gene is MESRVLLRTFCLIFGLGAVWGLGVDPSLQIDVLTELELGESTTGVRQVPGLHNGTKAFLFQDTPRSIKASTATAEQFFQKLRNKHEFTILVTLKQTHLNSGVILSIHHLDHRYLELESSGHRNEVRLHYRSGSHRPHTEVFPYILADDKWHKLSLAISASHLILHIDCNKIYERVVEKPSTDLPLGTTFWLGQRNNAHGYFKGIMQDVQLLVMPQGFIAQCPDLNRTCPTCNDFHGLVQKIMELQDILAKTSAKLSRAEQRMNRLDQCYCERTCTMKGTTYREFESWIDGCKNCTCLNGT.... Result: 1 (interaction). (3) The miRNA is mmu-miR-381-3p with sequence UAUACAAGGGCAAGCUCUCUGU. The protein sequence of the target gene is MNLPRAERPRSTPQRSLRDSDGEDGKIDVLGEEEDEDEVEDEEEEARQQFLEQSLQPGLQVARWGGVALPREHIEGGGGPSDPSEFGTKFRAPPRSAAASEDARQPAKPPYSYIALITMAILQNPHKRLTLSGICAFISGRFPYYRRKFPAWQNSIRHNLSLNDCFVKIPREPGHPGKGNYWSLDPASQDMFDNGSFLRRRKRFKRHQLTPGAHLPHPFPLPAAHAALHNPHPGPLLGAPAPPQPVPGAYPNTAPGRCPYALLHPHPLRYLLLSAPVYAGAPKKAEGADLATPAPFPCCS.... Result: 0 (no interaction).